This data is from Merck oncology drug combination screen with 23,052 pairs across 39 cell lines. The task is: Regression. Given two drug SMILES strings and cell line genomic features, predict the synergy score measuring deviation from expected non-interaction effect. (1) Drug 1: N.N.O=C(O)C1(C(=O)O)CCC1.[Pt]. Drug 2: CC(C)CC(NC(=O)C(Cc1ccccc1)NC(=O)c1cnccn1)B(O)O. Cell line: NCIH2122. Synergy scores: synergy=21.1. (2) Drug 1: CCN(CC)CCNC(=O)c1c(C)[nH]c(C=C2C(=O)Nc3ccc(F)cc32)c1C. Cell line: SW620. Synergy scores: synergy=18.1. Drug 2: COC1CC2CCC(C)C(O)(O2)C(=O)C(=O)N2CCCCC2C(=O)OC(C(C)CC2CCC(OP(C)(C)=O)C(OC)C2)CC(=O)C(C)C=C(C)C(O)C(OC)C(=O)C(C)CC(C)C=CC=CC=C1C. (3) Drug 1: Cc1nc(Nc2ncc(C(=O)Nc3c(C)cccc3Cl)s2)cc(N2CCN(CCO)CC2)n1. Drug 2: Cn1cc(-c2cnn3c(N)c(Br)c(C4CCCNC4)nc23)cn1. Cell line: SW620. Synergy scores: synergy=63.3. (4) Drug 1: COc1cccc2c1C(=O)c1c(O)c3c(c(O)c1C2=O)CC(O)(C(=O)CO)CC3OC1CC(N)C(O)C(C)O1. Drug 2: CCN(CC)CCNC(=O)c1c(C)[nH]c(C=C2C(=O)Nc3ccc(F)cc32)c1C. Cell line: KPL1. Synergy scores: synergy=0.0157. (5) Drug 1: O=c1[nH]cc(F)c(=O)[nH]1. Drug 2: Cc1nc(Nc2ncc(C(=O)Nc3c(C)cccc3Cl)s2)cc(N2CCN(CCO)CC2)n1. Cell line: OV90. Synergy scores: synergy=0.433. (6) Drug 1: Nc1ccn(C2OC(CO)C(O)C2(F)F)c(=O)n1. Drug 2: CC1(c2nc3c(C(N)=O)cccc3[nH]2)CCCN1. Cell line: T47D. Synergy scores: synergy=-2.73. (7) Drug 1: CN(Cc1cnc2nc(N)nc(N)c2n1)c1ccc(C(=O)NC(CCC(=O)O)C(=O)O)cc1. Drug 2: Cn1c(=O)n(-c2ccc(C(C)(C)C#N)cc2)c2c3cc(-c4cnc5ccccc5c4)ccc3ncc21. Cell line: UACC62. Synergy scores: synergy=-6.29.